From a dataset of Forward reaction prediction with 1.9M reactions from USPTO patents (1976-2016). Predict the product of the given reaction. (1) Given the reactants N#N.[NH2:3][C:4]1[NH:9][C:8]2[NH:10][CH:11]=[C:12]([CH2:13][CH2:14][C:15]3[CH:23]=[CH:22][C:18]([C:19]([OH:21])=O)=[CH:17][CH:16]=3)[C:7]=2[C:6](=[O:24])[N:5]=1.CN1CCOCC1.ClC1C(OC)=NN=NC=1OC.[CH2:43]([O:45][C:46](=[O:56])[C@H:47]([CH2:49][CH2:50][C:51]([O:53][CH2:54][CH3:55])=[O:52])[NH2:48])[CH3:44].[C:57]1([CH3:67])[CH:62]=[CH:61][C:60]([S:63]([OH:66])(=[O:65])=[O:64])=[CH:59][CH:58]=1, predict the reaction product. The product is: [C:57]1([CH3:67])[CH:58]=[CH:59][C:60]([S:63]([OH:66])(=[O:64])=[O:65])=[CH:61][CH:62]=1.[CH2:43]([O:45][C:46](=[O:56])[C@H:47]([CH2:49][CH2:50][C:51]([O:53][CH2:54][CH3:55])=[O:52])[NH:48][C:19](=[O:21])[C:18]1[CH:22]=[CH:23][C:15]([CH2:14][CH2:13][C:12]2[C:7]3[C:6](=[O:24])[N:5]=[C:4]([NH2:3])[NH:9][C:8]=3[NH:10][CH:11]=2)=[CH:16][CH:17]=1)[CH3:44]. (2) The product is: [C:1]12([CH2:11][C:12]([NH:15][N:16]3[C:21](=[O:22])[C:20]4[C:23]5[CH2:30][CH2:29][CH2:28][CH2:27][CH2:26][C:24]=5[S:25][C:19]=4[N:18]=[C:17]3[CH3:31])=[O:13])[CH2:10][CH:5]3[CH2:6][CH:7]([CH2:9][CH:3]([CH2:4]3)[CH2:2]1)[CH2:8]2. Given the reactants [C:1]12([CH2:11][C:12](Cl)=[O:13])[CH2:10][CH:5]3[CH2:6][CH:7]([CH2:9][CH:3]([CH2:4]3)[CH2:2]1)[CH2:8]2.[NH2:15][N:16]1[C:21](=[O:22])[C:20]2[C:23]3[CH2:30][CH2:29][CH2:28][CH2:27][CH2:26][C:24]=3[S:25][C:19]=2[N:18]=[C:17]1[CH3:31], predict the reaction product. (3) Given the reactants [Cl:1][C:2]1[N:10]=[C:9]2[C:5]([N:6]=[CH:7][NH:8]2)=[C:4]([NH:11][C:12]2[CH:17]=[CH:16][CH:15]=[C:14]([N+:18]([O-:20])=[O:19])[CH:13]=2)[N:3]=1.[H-].[Na+].Br[CH:24]([CH3:26])[CH3:25].O, predict the reaction product. The product is: [Cl:1][C:2]1[N:10]=[C:9]2[C:5]([N:6]=[CH:7][N:8]2[CH:24]([CH3:26])[CH3:25])=[C:4]([NH:11][C:12]2[CH:17]=[CH:16][CH:15]=[C:14]([N+:18]([O-:20])=[O:19])[CH:13]=2)[N:3]=1. (4) The product is: [F:12][C:10]1[CH:9]=[C:8]([F:13])[CH:7]=[C:6]2[C:11]=1[C:2]([NH:36][C:32]1[CH:33]=[N:34][CH:35]=[C:30]([N:27]3[CH2:28][CH2:29][O:24][CH2:25][CH2:26]3)[CH:31]=1)=[C:3]([CH3:23])[C:4]([C:14]1[CH:19]=[CH:18][CH:17]=[CH:16][C:15]=1[S:20]([CH3:22])=[O:21])=[N:5]2. Given the reactants Cl[C:2]1[C:11]2[C:6](=[CH:7][C:8]([F:13])=[CH:9][C:10]=2[F:12])[N:5]=[C:4]([C:14]2[CH:19]=[CH:18][CH:17]=[CH:16][C:15]=2[S:20]([CH3:22])=[O:21])[C:3]=1[CH3:23].[O:24]1[CH2:29][CH2:28][N:27]([C:30]2[CH:31]=[C:32]([NH2:36])[CH:33]=[N:34][CH:35]=2)[CH2:26][CH2:25]1, predict the reaction product.